Task: Binary Classification. Given a drug SMILES string, predict its activity (active/inactive) in a high-throughput screening assay against a specified biological target.. Dataset: M1 muscarinic receptor antagonist screen with 61,756 compounds (1) The drug is Clc1cc(NC(=O)C2N(S(=O)(=O)c3cc4c(NC(=O)CC4)cc3)CCC2)ccc1C. The result is 0 (inactive). (2) The molecule is s1c(NC(=O)COc2c3ncccc3ccc2)ncc1. The result is 0 (inactive). (3) The compound is S(=O)(=O)(N1CCN(CC1)C(=O)Nc1cc(OC)c(OC)cc1)C. The result is 0 (inactive).